Regression/Classification. Given a drug SMILES string, predict its absorption, distribution, metabolism, or excretion properties. Task type varies by dataset: regression for continuous measurements (e.g., permeability, clearance, half-life) or binary classification for categorical outcomes (e.g., BBB penetration, CYP inhibition). Dataset: cyp2d6_veith. From a dataset of CYP2D6 inhibition data for predicting drug metabolism from PubChem BioAssay. The molecule is O=C(NCc1ccc(F)cc1)C1CCN(S(=O)(=O)N2CCCCC2)CC1. The result is 0 (non-inhibitor).